Task: Predict which catalyst facilitates the given reaction.. Dataset: Catalyst prediction with 721,799 reactions and 888 catalyst types from USPTO (1) Product: [N:29]1[N:30]=[C:31]([C:38]2[CH:47]=[CH:46][C:45]3[C:40](=[C:41]([O:9][C@H:8]4[C@@H:2]([F:1])[CH2:3][CH2:4][N:5]([C:22]([O:24][C:25]([CH3:26])([CH3:27])[CH3:28])=[O:23])[CH2:6][CH2:7]4)[CH:42]=[C:43]([F:48])[CH:44]=3)[N:39]=2)[N:32]2[CH:37]=[CH:36][CH:35]=[CH:34][C:33]=12. The catalyst class is: 144. Reactant: [F:1][C@H:2]1[C@H:8]([O:9]S(C2C=CC([N+]([O-])=O)=CC=2)(=O)=O)[CH2:7][CH2:6][N:5]([C:22]([O:24][C:25]([CH3:28])([CH3:27])[CH3:26])=[O:23])[CH2:4][CH2:3]1.[N:29]1[N:30]=[C:31]([C:38]2[CH:47]=[CH:46][C:45]3[C:40](=[C:41](O)[CH:42]=[C:43]([F:48])[CH:44]=3)[N:39]=2)[N:32]2[CH:37]=[CH:36][CH:35]=[CH:34][C:33]=12.C(N=C(N(C)C)N(C)C)(C)(C)C. (2) Reactant: [H-].[Na+].[Cl:3][C:4]1[CH:5]=[C:6]([N:10]2[CH2:14][CH2:13][C:12](=[O:15])[NH:11]2)[CH:7]=[CH:8][CH:9]=1.Br[CH2:17][C:18]1[C:27]2[C:22](=[C:23]([F:28])[CH:24]=[CH:25][CH:26]=2)[NH:21][C:20](=[O:29])[CH:19]=1.O. Product: [Cl:3][C:4]1[CH:5]=[C:6]([N:10]2[CH:14]=[CH:13][C:12](=[O:15])[N:11]2[CH2:17][C:18]2[C:27]3[C:22](=[C:23]([F:28])[CH:24]=[CH:25][CH:26]=3)[NH:21][C:20](=[O:29])[CH:19]=2)[CH:7]=[CH:8][CH:9]=1. The catalyst class is: 3. (3) Reactant: [CH2:1]([O:3][C:4]1[C:5]([C:14]([F:17])([F:16])[F:15])=[CH:6][C:7]([N+:11]([O-:13])=[O:12])=[C:8]([NH2:10])[CH:9]=1)[CH3:2].[CH3:18][C:19]([O:22][C:23](O[C:23]([O:22][C:19]([CH3:21])([CH3:20])[CH3:18])=[O:24])=[O:24])([CH3:21])[CH3:20].C(O)(C(F)(F)F)=O. Product: [C:19]([O:22][C:23](=[O:24])[NH:10][C:8]1[CH:9]=[C:4]([O:3][CH2:1][CH3:2])[C:5]([C:14]([F:15])([F:16])[F:17])=[CH:6][C:7]=1[N+:11]([O-:13])=[O:12])([CH3:21])([CH3:20])[CH3:18]. The catalyst class is: 2. (4) Reactant: CC1C=CC(S(O[CH2:12][CH2:13][O:14][CH:15]2[CH2:22][CH2:21][CH2:20][CH:19]=[CH:18][CH2:17][CH2:16]2)(=O)=O)=CC=1.[F-:23].C([N+](CCCC)(CCCC)CCCC)CCC.CCCCC.CCOCC. Product: [F:23][CH2:12][CH2:13][O:14][CH:15]1[CH2:22][CH2:21][CH2:20][CH:19]=[CH:18][CH2:17][CH2:16]1. The catalyst class is: 1. (5) Reactant: [OH:1][CH2:2][CH2:3][C:4]1[CH:5]=[C:6]([N:10]2[CH2:14][CH2:13][NH:12][C:11]2=[O:15])[CH:7]=[CH:8][CH:9]=1.C(N(CC)CC)C.[CH3:23][S:24](Cl)(=[O:26])=[O:25]. Product: [CH3:23][S:24]([O:1][CH2:2][CH2:3][C:4]1[CH:9]=[CH:8][CH:7]=[C:6]([N:10]2[CH2:14][CH2:13][NH:12][C:11]2=[O:15])[CH:5]=1)(=[O:26])=[O:25]. The catalyst class is: 115. (6) Reactant: C(OC([N:8]1[CH2:13][CH2:12][N:11]([C:14]([C:16]2[N:24]3[C:19]([CH:20]=[C:21]([C:25](=[O:28])[NH:26][CH3:27])[CH:22]=[CH:23]3)=[C:18]([C:29]3[CH:34]=[CH:33][CH:32]=[CH:31][CH:30]=3)[C:17]=2[CH2:35][C:36]2[CH:41]=[CH:40][CH:39]=[C:38]([F:42])[C:37]=2[CH3:43])=[O:15])[CH2:10][CH2:9]1)=O)(C)(C)C.Cl.O1CCOCC1. Product: [CH3:27][NH:26][C:25]([C:21]1[CH:22]=[CH:23][N:24]2[C:19]([CH:20]=1)=[C:18]([C:29]1[CH:30]=[CH:31][CH:32]=[CH:33][CH:34]=1)[C:17]([CH2:35][C:36]1[CH:41]=[CH:40][CH:39]=[C:38]([F:42])[C:37]=1[CH3:43])=[C:16]2[C:14]([N:11]1[CH2:10][CH2:9][NH:8][CH2:13][CH2:12]1)=[O:15])=[O:28]. The catalyst class is: 2. (7) Reactant: Cl.C([O:6][C:7](=[O:36])[CH2:8][N:9]([S:18]([C:21]1[CH:30]=[C:29]2[C:24]([C:25]([Cl:35])=[CH:26][N:27]=[C:28]2[NH:31][C:32]([NH2:34])=[NH:33])=[CH:23][CH:22]=1)(=[O:20])=[O:19])[CH2:10][C:11]([O:13]C(C)(C)C)=[O:12])(C)(C)C. Product: [ClH:35].[C:7]([CH2:8][N:9]([S:18]([C:21]1[CH:30]=[C:29]2[C:24]([C:25]([Cl:35])=[CH:26][N:27]=[C:28]2[NH:31][C:32]([NH2:34])=[NH:33])=[CH:23][CH:22]=1)(=[O:20])=[O:19])[CH2:10][C:11]([OH:13])=[O:12])([OH:36])=[O:6]. The catalyst class is: 12.